This data is from Peptide-MHC class II binding affinity with 134,281 pairs from IEDB. The task is: Regression. Given a peptide amino acid sequence and an MHC pseudo amino acid sequence, predict their binding affinity value. This is MHC class II binding data. The peptide sequence is AHIRQSSYTDWELGL. The MHC is DRB1_0101 with pseudo-sequence DRB1_0101. The binding affinity (normalized) is 0.0762.